The task is: Predict the reaction yield, written as a fraction of the theoretical maximum amount of product (1.0 means a 100% yield; for example, 0.34 means a 34% yield).. This data is from Reaction yield outcomes from USPTO patents with 853,638 reactions. (1) The reactants are [OH:1][C@@:2]1([C:9]#[C:10][C:11]2[CH:12]=[C:13]([N:17]3[C:25]4[CH2:24][CH2:23][N:22]([CH:26]5[CH2:29][O:28][CH2:27]5)[CH2:21][C:20]=4[C:19]([C:30]([O:32]C)=O)=[N:18]3)[CH:14]=[CH:15][CH:16]=2)[CH2:6][CH2:5][N:4]([CH3:7])[C:3]1=[O:8].[NH3:34]. The catalyst is CO. The product is [OH:1][C@@:2]1([C:9]#[C:10][C:11]2[CH:12]=[C:13]([N:17]3[C:25]4[CH2:24][CH2:23][N:22]([CH:26]5[CH2:27][O:28][CH2:29]5)[CH2:21][C:20]=4[C:19]([C:30]([NH2:34])=[O:32])=[N:18]3)[CH:14]=[CH:15][CH:16]=2)[CH2:6][CH2:5][N:4]([CH3:7])[C:3]1=[O:8]. The yield is 0.110. (2) The reactants are [CH3:1][C:2]1[CH:7]=[C:6]([CH3:8])[CH:5]=[C:4]([CH:9]2[CH2:13][CH2:12][O:11][CH2:10]2)[C:3]=1[OH:14].Br[CH2:16][C:17]([O:19][CH3:20])=[O:18].C(=O)([O-])[O-].[Cs+].[Cs+]. The catalyst is C(#N)C. The product is [CH3:1][C:2]1[CH:7]=[C:6]([CH3:8])[CH:5]=[C:4]([CH:9]2[CH2:13][CH2:12][O:11][CH2:10]2)[C:3]=1[O:14][CH2:16][C:17]([O:19][CH3:20])=[O:18]. The yield is 0.760. (3) The reactants are [CH3:1][C:2]1[O:3][C:4]2[C:13]3[C:12](=[O:14])[CH2:11][CH2:10][C:9]=3[CH:8]=[CH:7][C:5]=2[N:6]=1.[CH3:15][C:16]([CH3:18])=O.IC#N. The catalyst is O1CCCC1. The product is [CH3:1][C:2]1[O:3][C:4]2[C:13]3[C:12](=[O:14])[C:11](=[C:16]([CH3:18])[CH3:15])[CH2:10][C:9]=3[CH:8]=[CH:7][C:5]=2[N:6]=1. The yield is 0.330.